The task is: Predict the reaction yield, written as a fraction of the theoretical maximum amount of product (1.0 means a 100% yield; for example, 0.34 means a 34% yield).. This data is from Reaction yield outcomes from USPTO patents with 853,638 reactions. The reactants are [C:1]([O:5][C:6]([N:8]1[CH2:12][CH2:11][CH2:10][CH:9]1[CH2:13][O:14][C:15]1[CH:20]=[CH:19][C:18]([O:21][CH2:22][C:23]#[CH:24])=[CH:17][CH:16]=1)=[O:7])([CH3:4])([CH3:3])[CH3:2].[Br:25][C:26]1[CH:31]=[CH:30][C:29](I)=[CH:28][CH:27]=1.N1CCCC1. The catalyst is Cl[Pd]Cl.O. The product is [C:1]([O:5][C:6]([N:8]1[CH2:12][CH2:11][CH2:10][CH:9]1[CH2:13][O:14][C:15]1[CH:20]=[CH:19][C:18]([O:21][CH2:22][C:23]#[C:24][C:29]2[CH:30]=[CH:31][C:26]([Br:25])=[CH:27][CH:28]=2)=[CH:17][CH:16]=1)=[O:7])([CH3:3])([CH3:2])[CH3:4]. The yield is 0.338.